Predict the reactants needed to synthesize the given product. From a dataset of Full USPTO retrosynthesis dataset with 1.9M reactions from patents (1976-2016). Given the product [CH3:57][N:58]([C:76]1[CH:77]=[CH:78][CH:79]=[CH:80][N:81]=1)[CH2:59][CH2:60][O:61][C:62]1[CH:67]=[CH:66][C:65]([CH2:68][CH:69]2[S:75][C:73](=[O:74])[NH:72][C:70]2=[O:71])=[CH:64][CH:63]=1, predict the reactants needed to synthesize it. The reactants are: CC1C(O)=C(C)C2CC[C@](CCC[C@@H](CCC[C@@H](CCCC(C)C)C)C)(C)OC=2C=1C.C(O)C(O)C.C(O)(=O)CCCCCCC/C=C\CCCCCCCC.[CH3:57][N:58]([C:76]1[CH:77]=[CH:78][CH:79]=[CH:80][N:81]=1)[CH2:59][CH2:60][O:61][C:62]1[CH:63]=[CH:64][C:65]([CH2:68][CH:69]2[S:75][C:73](=[O:74])[NH:72][C:70]2=[O:71])=[CH:66][CH:67]=1.C(/C(O)=O)=C/C(O)=O.